The task is: Predict the product of the given reaction.. This data is from Forward reaction prediction with 1.9M reactions from USPTO patents (1976-2016). (1) Given the reactants [Cl:1][C:2]1[CH:7]=[CH:6][CH:5]=[C:4]([Cl:8])[C:3]=1[CH:9]1[C:14]([C:15]([O:17][CH3:18])=[O:16])=[C:13]([CH2:19][C:20]([O:22]C)=[O:21])[NH:12][C:11]([CH2:24][CH2:25][C:26]2[CH:31]=[CH:30][CH:29]=[CH:28][C:27]=2[CH2:32][CH2:33][CH2:34][N:35]([CH3:37])[CH3:36])=[C:10]1[C:38]([O:40][CH3:41])=[O:39].[OH-].[Na+], predict the reaction product. The product is: [Cl:1][C:2]1[CH:7]=[CH:6][CH:5]=[C:4]([Cl:8])[C:3]=1[CH:9]1[C:10]([C:38]([O:40][CH3:41])=[O:39])=[C:11]([CH2:24][CH2:25][C:26]2[CH:31]=[CH:30][CH:29]=[CH:28][C:27]=2[CH2:32][CH2:33][CH2:34][N:35]([CH3:36])[CH3:37])[NH:12][C:13]([CH2:19][C:20]([OH:22])=[O:21])=[C:14]1[C:15]([O:17][CH3:18])=[O:16]. (2) Given the reactants C[Zn]C.[CH2:4]([O:6][C:7]([C:9]1[C:10](Br)=[CH:11][N:12]2[CH:16]=[CH:15][S:14][C:13]=12)=[O:8])[CH3:5].CO.[CH3:20]C(OC)(C)C, predict the reaction product. The product is: [CH2:4]([O:6][C:7]([C:9]1[C:10]([CH3:20])=[CH:11][N:12]2[CH:16]=[CH:15][S:14][C:13]=12)=[O:8])[CH3:5].